From a dataset of Peptide-MHC class I binding affinity with 185,985 pairs from IEDB/IMGT. Regression. Given a peptide amino acid sequence and an MHC pseudo amino acid sequence, predict their binding affinity value. This is MHC class I binding data. The peptide sequence is CSFTTLPAL. The MHC is Patr-B0101 with pseudo-sequence Patr-B0101. The binding affinity (normalized) is 0.585.